From a dataset of Reaction yield outcomes from USPTO patents with 853,638 reactions. Predict the reaction yield, written as a fraction of the theoretical maximum amount of product (1.0 means a 100% yield; for example, 0.34 means a 34% yield). The reactants are [CH2:1]([N:8]([CH2:10][C:11]1[C:12]([C:43]([OH:45])=O)=[C:13]([N:28]([CH2:34][C:35]2[C:40]([F:41])=[CH:39][CH:38]=[CH:37][C:36]=2[F:42])[C:29]([O:31]CC)=O)[S:14][C:15]=1[C:16]1[CH:21]=[CH:20][C:19]([NH:22][C:23]([NH:25][O:26][CH3:27])=[O:24])=[CH:18][CH:17]=1)[CH3:9])[C:2]1[CH:7]=[CH:6][CH:5]=[CH:4][CH:3]=1.[F:46][C:47]1[CH:53]=[CH:52][C:50]([NH2:51])=[CH:49][CH:48]=1. No catalyst specified. The product is [CH2:1]([N:8]([CH2:10][C:11]1[C:12]2[C:43](=[O:45])[N:51]([C:50]3[CH:52]=[CH:53][C:47]([F:46])=[CH:48][CH:49]=3)[C:29](=[O:31])[N:28]([CH2:34][C:35]3[C:40]([F:41])=[CH:39][CH:38]=[CH:37][C:36]=3[F:42])[C:13]=2[S:14][C:15]=1[C:16]1[CH:21]=[CH:20][C:19]([NH:22][C:23]([NH:25][O:26][CH3:27])=[O:24])=[CH:18][CH:17]=1)[CH3:9])[C:2]1[CH:3]=[CH:4][CH:5]=[CH:6][CH:7]=1. The yield is 0.880.